Dataset: Merck oncology drug combination screen with 23,052 pairs across 39 cell lines. Task: Regression. Given two drug SMILES strings and cell line genomic features, predict the synergy score measuring deviation from expected non-interaction effect. (1) Drug 1: COC1=C2CC(C)CC(OC)C(O)C(C)C=C(C)C(OC(N)=O)C(OC)C=CC=C(C)C(=O)NC(=CC1=O)C2=O. Drug 2: NC1CCCCC1N.O=C(O)C(=O)O.[Pt+2]. Cell line: MSTO. Synergy scores: synergy=10.8. (2) Drug 1: COc1cc(C2c3cc4c(cc3C(OC3OC5COC(C)OC5C(O)C3O)C3COC(=O)C23)OCO4)cc(OC)c1O. Drug 2: CCc1cnn2c(NCc3ccc[n+]([O-])c3)cc(N3CCCCC3CCO)nc12. Cell line: KPL1. Synergy scores: synergy=7.19. (3) Drug 1: CC(C)CC(NC(=O)C(Cc1ccccc1)NC(=O)c1cnccn1)B(O)O. Drug 2: CNC(=O)c1cc(Oc2ccc(NC(=O)Nc3ccc(Cl)c(C(F)(F)F)c3)cc2)ccn1. Cell line: SKOV3. Synergy scores: synergy=0.951. (4) Drug 1: CCN(CC)CCNC(=O)c1c(C)[nH]c(C=C2C(=O)Nc3ccc(F)cc32)c1C. Drug 2: NC(=O)c1cccc2cn(-c3ccc(C4CCCNC4)cc3)nc12. Cell line: OVCAR3. Synergy scores: synergy=13.6. (5) Drug 1: COC12C(COC(N)=O)C3=C(C(=O)C(C)=C(N)C3=O)N1CC1NC12. Drug 2: CCc1cnn2c(NCc3ccc[n+]([O-])c3)cc(N3CCCCC3CCO)nc12. Cell line: CAOV3. Synergy scores: synergy=-8.92. (6) Drug 1: O=S1(=O)NC2(CN1CC(F)(F)F)C1CCC2Cc2cc(C=CCN3CCC(C(F)(F)F)CC3)ccc2C1. Drug 2: Cn1nnc2c(C(N)=O)ncn2c1=O. Cell line: UACC62. Synergy scores: synergy=6.36.